This data is from Full USPTO retrosynthesis dataset with 1.9M reactions from patents (1976-2016). The task is: Predict the reactants needed to synthesize the given product. (1) Given the product [CH:2]([S:4]([NH:7][C:18]([C:20]1[CH:25]=[CH:24][C:23]([C:26]2[C:27]([CH3:64])([CH3:63])[C@H:28]3[C@:41]([CH3:44])([CH2:42][CH:43]=2)[CH:40]2[C@:31]([CH3:62])([C@@:32]4([CH3:61])[C@H:37]([CH2:38][CH2:39]2)[C@H:36]2[C@H:45]([C:48]([CH3:50])=[CH2:49])[CH2:46][CH2:47][C@:35]2([C:51]([OH:53])=[O:52])[CH2:34][CH2:33]4)[CH2:30][CH2:29]3)=[CH:22][CH:21]=1)=[O:19])(=[O:6])=[O:5])([CH3:3])[CH3:1], predict the reactants needed to synthesize it. The reactants are: [CH3:1][CH:2]([S:4]([NH2:7])(=[O:6])=[O:5])[CH3:3].CCN(C(C)C)C(C)C.Cl[C:18]([C:20]1[CH:25]=[CH:24][C:23]([C:26]2[C:27]([CH3:64])([CH3:63])[C@H:28]3[C@:41]([CH3:44])([CH2:42][CH:43]=2)[CH:40]2[C@:31]([CH3:62])([C@@:32]4([CH3:61])[C@H:37]([CH2:38][CH2:39]2)[C@H:36]2[C@H:45]([C:48]([CH3:50])=[CH2:49])[CH2:46][CH2:47][C@:35]2([C:51]([O:53]CC2C=CC=CC=2)=[O:52])[CH2:34][CH2:33]4)[CH2:30][CH2:29]3)=[CH:22][CH:21]=1)=[O:19]. (2) Given the product [CH2:34]([O:41][C:42](=[O:47])[CH2:43][CH2:44][CH2:45][O:14][C:13](=[O:15])[C@H:9]([CH:10]([CH3:11])[CH3:12])[NH:8][C:1]([O:3][C:4]([CH3:5])([CH3:7])[CH3:6])=[O:2])[C:35]1[CH:40]=[CH:39][CH:38]=[CH:37][CH:36]=1, predict the reactants needed to synthesize it. The reactants are: [C:1]([NH:8][C@H:9]([C:13]([OH:15])=[O:14])[CH:10]([CH3:12])[CH3:11])([O:3][C:4]([CH3:7])([CH3:6])[CH3:5])=[O:2].[OH-].C([N+](CCCC)(CCCC)CCCC)CCC.[CH2:34]([O:41][C:42](=[O:47])[CH2:43][CH2:44][CH2:45]Br)[C:35]1[CH:40]=[CH:39][CH:38]=[CH:37][CH:36]=1.C(=O)(O)[O-].[Na+].